From a dataset of Forward reaction prediction with 1.9M reactions from USPTO patents (1976-2016). Predict the product of the given reaction. (1) Given the reactants [Br:1][C:2]1[C:3](=[O:24])[N:4]([CH2:16][C:17]2[CH:22]=[CH:21][CH:20]=[C:19]([F:23])[CH:18]=2)[CH:5]=[CH:6][C:7]=1[C:8]#[C:9][C:10]1[CH:15]=[CH:14][CH:13]=[CH:12][CH:11]=1.[H][H], predict the reaction product. The product is: [Br:1][C:2]1[C:3](=[O:24])[N:4]([CH2:16][C:17]2[CH:22]=[CH:21][CH:20]=[C:19]([F:23])[CH:18]=2)[CH:5]=[CH:6][C:7]=1[CH2:8][CH2:9][C:10]1[CH:15]=[CH:14][CH:13]=[CH:12][CH:11]=1. (2) The product is: [C:1]([C:5]1[CH:6]=[C:7]([CH:40]=[C:41]([N:43]2[CH2:48][CH2:47][N:46]([CH3:49])[CH2:45][CH2:44]2)[CH:42]=1)[C:8]([NH:10][C:11]1[CH:16]=[CH:15][C:14]([CH3:17])=[C:13]([N:18]2[C:25]3[N:21]([N:22]=[C:23]([C:26]4[CH:27]=[N:28][NH:29][CH:30]=4)[CH:24]=3)[CH:20]=[CH:19]2)[CH:12]=1)=[O:9])([CH3:4])([CH3:2])[CH3:3]. Given the reactants [C:1]([C:5]1[CH:6]=[C:7]([CH:40]=[C:41]([N:43]2[CH2:48][CH2:47][N:46]([CH3:49])[CH2:45][CH2:44]2)[CH:42]=1)[C:8]([NH:10][C:11]1[CH:16]=[CH:15][C:14]([CH3:17])=[C:13]([N:18]2[C:25]3[N:21]([N:22]=[C:23]([C:26]4[CH:27]=[N:28][N:29](CC5C=CC(OC)=CC=5)[CH:30]=4)[CH:24]=3)[CH:20]=[CH:19]2)[CH:12]=1)=[O:9])([CH3:4])([CH3:3])[CH3:2], predict the reaction product. (3) Given the reactants [Cl:1][C:2]1[CH:7]=[CH:6][C:5]([N:8]2[C:13](=[O:14])[C:12]3[CH:15]=[N:16][N:17]([C:18]4[CH:19]=[C:20]([CH:23]=[CH:24][CH:25]=4)[C:21]#[N:22])[C:11]=3[N:10]=[C:9]2[C:26]2[CH:31]=[CH:30][C:29](B3OC(C)(C)C(C)(C)O3)=[CH:28][CH:27]=2)=[CH:4][CH:3]=1.I[C:42]1[CH:47]=[N:46][CH:45]=[CH:44][N:43]=1.C(=O)([O-])[O-].[Cs+].[Cs+], predict the reaction product. The product is: [Cl:1][C:2]1[CH:3]=[CH:4][C:5]([N:8]2[C:13](=[O:14])[C:12]3[CH:15]=[N:16][N:17]([C:18]4[CH:19]=[C:20]([CH:23]=[CH:24][CH:25]=4)[C:21]#[N:22])[C:11]=3[N:10]=[C:9]2[C:26]2[CH:27]=[CH:28][C:29]([C:42]3[CH:47]=[N:46][CH:45]=[CH:44][N:43]=3)=[CH:30][CH:31]=2)=[CH:6][CH:7]=1. (4) Given the reactants [CH3:1][C:2]1[CH:10]=[C:9]2[C:5]([C:6]([C:11]([OH:13])=O)=[CH:7][NH:8]2)=[CH:4][CH:3]=1.[Cl:14][C:15]1[C:20]([O:21][C:22]2[N:27]=[CH:26][C:25]([NH2:28])=[CH:24][CH:23]=2)=[CH:19][CH:18]=[CH:17][N:16]=1.CN(C(ON1N=NC2C=CC=CC1=2)=[N+](C)C)C.F[P-](F)(F)(F)(F)F.C(N(CC)CC)C, predict the reaction product. The product is: [Cl:14][C:15]1[C:20]([O:21][C:22]2[N:27]=[CH:26][C:25]([NH:28][C:11]([C:6]3[C:5]4[C:9](=[CH:10][C:2]([CH3:1])=[CH:3][CH:4]=4)[NH:8][CH:7]=3)=[O:13])=[CH:24][CH:23]=2)=[CH:19][CH:18]=[CH:17][N:16]=1. (5) The product is: [Cl:24][C:25]1[CH:33]=[CH:32][C:28]([C:29]([NH:1][C:2]2([C:7](=[O:8])[NH:9][CH:10]3[CH2:16][CH2:15][C:14]4[CH:17]=[CH:18][CH:19]=[CH:20][C:13]=4[N:12]4[CH:21]=[CH:22][N:23]=[C:11]34)[CH2:3][CH2:4][CH2:5][CH2:6]2)=[O:30])=[CH:27][CH:26]=1. Given the reactants [NH2:1][C:2]1([C:7]([NH:9][CH:10]2[CH2:16][CH2:15][C:14]3[CH:17]=[CH:18][CH:19]=[CH:20][C:13]=3[N:12]3[CH:21]=[CH:22][N:23]=[C:11]23)=[O:8])[CH2:6][CH2:5][CH2:4][CH2:3]1.[Cl:24][C:25]1[CH:33]=[CH:32][C:28]([C:29](O)=[O:30])=[CH:27][CH:26]=1.Cl.CN(C)CCCN=C=NCC.ON1C2C=CC=CC=2N=N1.C(N(C(C)C)CC)(C)C, predict the reaction product. (6) Given the reactants Br[C:2]1[CH:7]=[CH:6][C:5]([C:8]2[N:12]([CH2:13][CH:14]3[CH2:17][N:16]([C:18]([CH:20]4[CH2:22][CH2:21]4)=[O:19])[CH2:15]3)[CH:11]=[N:10][N:9]=2)=[C:4]([F:23])[CH:3]=1.CC1(C)C(C)(C)OB([C:32]2[CH:41]=[C:40]3[C:35]([CH:36]=[CH:37][CH:38]=[N:39]3)=[CH:34][CH:33]=2)O1, predict the reaction product. The product is: [CH:20]1([C:18]([N:16]2[CH2:17][CH:14]([CH2:13][N:12]3[CH:11]=[N:10][N:9]=[C:8]3[C:5]3[CH:6]=[CH:7][C:2]([C:32]4[CH:41]=[C:40]5[C:35]([CH:36]=[CH:37][CH:38]=[N:39]5)=[CH:34][CH:33]=4)=[CH:3][C:4]=3[F:23])[CH2:15]2)=[O:19])[CH2:22][CH2:21]1.